From a dataset of Forward reaction prediction with 1.9M reactions from USPTO patents (1976-2016). Predict the product of the given reaction. Given the reactants [NH2:1][C:2]1[C:7]([C:8]([O:10][CH2:11][CH3:12])=[O:9])=[CH:6][N:5]=[C:4](Cl)[C:3]=1[Cl:14].Cl.[Cl:16][C:17]1[S:21][C:20]([S:22]([NH:25][C:26]([CH:28]2[CH2:33][CH2:32][NH:31][CH2:30][CH2:29]2)=[O:27])(=[O:24])=[O:23])=[CH:19][CH:18]=1.CCN(C(C)C)C(C)C, predict the reaction product. The product is: [NH2:1][C:2]1([N:31]2[CH2:32][CH2:33][CH:28]([C:26]([NH:25][S:22]([C:20]3[S:21][C:17]([Cl:16])=[CH:18][CH:19]=3)(=[O:23])=[O:24])=[O:27])[CH2:29][CH2:30]2)[CH:7]([C:8]([O:10][CH2:11][CH3:12])=[O:9])[CH:6]=[N:5][CH:4]=[C:3]1[Cl:14].[NH2:1][C:2]1[C:7]([C:8]([O:10][CH2:11][CH3:12])=[O:9])=[CH:6][N:5]=[C:4]([N:31]2[CH2:32][CH2:33][CH:28]([C:26]([NH:25][S:22]([C:20]3[S:21][C:17]([Cl:16])=[CH:18][CH:19]=3)(=[O:23])=[O:24])=[O:27])[CH2:29][CH2:30]2)[C:3]=1[Cl:14].